The task is: Predict the product of the given reaction.. This data is from Forward reaction prediction with 1.9M reactions from USPTO patents (1976-2016). (1) The product is: [C:11]([N:3]1[CH:4]=[CH:5][N:6]([C:7]([CH3:10])([CH3:9])[CH3:8])[Si:2]1([NH:37][CH3:33])[CH2:15][CH2:16][CH2:17][CH3:18])([CH3:14])([CH3:13])[CH3:12]. Given the reactants Cl[SiH:2]1[N:6]([C:7]([CH3:10])([CH3:9])[CH3:8])[CH:5]=[CH:4][N:3]1[C:11]([CH3:14])([CH3:13])[CH3:12].[CH2:15]([N-]C)[CH2:16][CH2:17][CH3:18].[Li+].CCCCCC.C([Li])CCC.[CH2:33]([NH:37]C)CCC, predict the reaction product. (2) Given the reactants ON1C2N=CC=CC=2N=N1.C(N(CC)CC)C.[NH:18]1[C:26]2[C:21](=[CH:22][CH:23]=[C:24]([C:27]([OH:29])=O)[CH:25]=2)[CH:20]=[CH:19]1.[NH:30]1[CH2:34][CH2:33][C@@H:32]([NH:35][C:36](=[O:42])[O:37][C:38]([CH3:41])([CH3:40])[CH3:39])[CH2:31]1, predict the reaction product. The product is: [NH:18]1[C:26]2[C:21](=[CH:22][CH:23]=[C:24]([C:27]([N:30]3[CH2:34][CH2:33][C@@H:32]([NH:35][C:36](=[O:42])[O:37][C:38]([CH3:40])([CH3:39])[CH3:41])[CH2:31]3)=[O:29])[CH:25]=2)[CH:20]=[CH:19]1.